Dataset: NCI-60 drug combinations with 297,098 pairs across 59 cell lines. Task: Regression. Given two drug SMILES strings and cell line genomic features, predict the synergy score measuring deviation from expected non-interaction effect. (1) Cell line: MOLT-4. Drug 1: CC1=C2C(C(=O)C3(C(CC4C(C3C(C(C2(C)C)(CC1OC(=O)C(C(C5=CC=CC=C5)NC(=O)OC(C)(C)C)O)O)OC(=O)C6=CC=CC=C6)(CO4)OC(=O)C)OC)C)OC. Drug 2: C#CCC(CC1=CN=C2C(=N1)C(=NC(=N2)N)N)C3=CC=C(C=C3)C(=O)NC(CCC(=O)O)C(=O)O. Synergy scores: CSS=32.3, Synergy_ZIP=-5.81, Synergy_Bliss=-11.7, Synergy_Loewe=-14.6, Synergy_HSA=-11.5. (2) Drug 1: CN(C)N=NC1=C(NC=N1)C(=O)N. Drug 2: C1C(C(OC1N2C=NC(=NC2=O)N)CO)O. Cell line: NCI-H522. Synergy scores: CSS=10.0, Synergy_ZIP=-4.59, Synergy_Bliss=-3.56, Synergy_Loewe=-16.7, Synergy_HSA=-1.84. (3) Drug 1: C1=CC=C(C(=C1)C(C2=CC=C(C=C2)Cl)C(Cl)Cl)Cl. Drug 2: CCCCCOC(=O)NC1=NC(=O)N(C=C1F)C2C(C(C(O2)C)O)O. Cell line: HT29. Synergy scores: CSS=-6.31, Synergy_ZIP=6.52, Synergy_Bliss=7.28, Synergy_Loewe=-3.46, Synergy_HSA=-2.42. (4) Drug 1: CC12CCC(CC1=CCC3C2CCC4(C3CC=C4C5=CN=CC=C5)C)O. Drug 2: C1CCN(CC1)CCOC2=CC=C(C=C2)C(=O)C3=C(SC4=C3C=CC(=C4)O)C5=CC=C(C=C5)O. Cell line: A549. Synergy scores: CSS=2.24, Synergy_ZIP=-0.816, Synergy_Bliss=1.41, Synergy_Loewe=0.0476, Synergy_HSA=-0.543. (5) Drug 1: C1C(C(OC1N2C=C(C(=O)NC2=O)F)CO)O. Drug 2: C1=CC=C(C=C1)NC(=O)CCCCCCC(=O)NO. Cell line: SN12C. Synergy scores: CSS=16.2, Synergy_ZIP=-7.51, Synergy_Bliss=0.889, Synergy_Loewe=-7.09, Synergy_HSA=-1.22. (6) Drug 1: C1=CN(C(=O)N=C1N)C2C(C(C(O2)CO)O)O.Cl. Drug 2: C1CN(CCN1C(=O)CCBr)C(=O)CCBr. Cell line: K-562. Synergy scores: CSS=58.2, Synergy_ZIP=-5.17, Synergy_Bliss=-3.31, Synergy_Loewe=-15.0, Synergy_HSA=2.67. (7) Drug 1: CN1C(=O)N2C=NC(=C2N=N1)C(=O)N. Drug 2: CC12CCC3C(C1CCC2O)C(CC4=C3C=CC(=C4)O)CCCCCCCCCS(=O)CCCC(C(F)(F)F)(F)F. Cell line: SF-539. Synergy scores: CSS=-4.04, Synergy_ZIP=3.24, Synergy_Bliss=5.39, Synergy_Loewe=-3.11, Synergy_HSA=-2.17.